This data is from Full USPTO retrosynthesis dataset with 1.9M reactions from patents (1976-2016). The task is: Predict the reactants needed to synthesize the given product. (1) Given the product [CH2:3]([N:10]1[CH2:16][CH:17]([C:18]([F:21])([F:20])[F:19])[O:22][CH:12]([CH3:13])[C:11]1=[O:15])[C:4]1[CH:9]=[CH:8][CH:7]=[CH:6][CH:5]=1, predict the reactants needed to synthesize it. The reactants are: [H-].[Na+].[CH2:3]([N:10]([CH2:16][CH:17]([OH:22])[C:18]([F:21])([F:20])[F:19])[C:11](=[O:15])[CH:12](Br)[CH3:13])[C:4]1[CH:9]=[CH:8][CH:7]=[CH:6][CH:5]=1. (2) The reactants are: Cl.[CH:2]1([CH2:9][O:10][C:11]2[CH:12]=[C:13]([C:17](=[O:28])[CH2:18][CH2:19][NH:20]C(=O)OC(C)(C)C)[CH:14]=[CH:15][CH:16]=2)[CH2:8][CH2:7][CH2:6][CH2:5][CH2:4][CH2:3]1. Given the product [NH2:20][CH2:19][CH2:18][C:17]([C:13]1[CH:14]=[CH:15][CH:16]=[C:11]([O:10][CH2:9][CH:2]2[CH2:8][CH2:7][CH2:6][CH2:5][CH2:4][CH2:3]2)[CH:12]=1)=[O:28], predict the reactants needed to synthesize it.